The task is: Predict the reactants needed to synthesize the given product.. This data is from Full USPTO retrosynthesis dataset with 1.9M reactions from patents (1976-2016). (1) The reactants are: [Cl:1][C:2]1[CH:16]=[CH:15][C:5]2[N:6]=[C:7]([NH:9][CH:10]3[CH2:14][CH2:13][NH:12][CH2:11]3)[O:8][C:4]=2[CH:3]=1.Cl.ClC1OC2C=C(Cl)C=CC=2N=1. Given the product [ClH:1].[Cl:1][C:2]1[CH:16]=[CH:15][C:5]2[N:6]=[C:7]([NH:9][C@@H:10]3[CH2:14][CH2:13][NH:12][CH2:11]3)[O:8][C:4]=2[CH:3]=1, predict the reactants needed to synthesize it. (2) Given the product [CH2:78]([S:79][CH2:12][C:10]1[C:9]2[C:4](=[CH:5][CH:6]=[C:7]([C:44]3[CH:43]=[CH:42][S:41][CH:49]=3)[CH:8]=2)[NH:3][C:2]([CH3:1])([CH3:21])[CH:11]=1)[CH:77]=[CH2:71], predict the reactants needed to synthesize it. The reactants are: [CH3:1][C:2]1([CH3:21])[CH:11]=[C:10]([CH3:12])[C:9]2[C:4](=[CH:5][CH:6]=[C:7](OS(C(F)(F)F)(=O)=O)[CH:8]=2)[NH:3]1.C1(C2C=CC=CC=2)C=CC=CC=1C1C=C2C(=CC=1)NC(C)(C)C=C2C[S:41][CH2:42][CH2:43][C:44]1[CH:49]=CC=CC=1.C1(C2C=CC=CC=2)C(B(O)O)=CC=CC=1.[C:71]1([CH2:77][CH2:78][SH:79])C=CC=CC=1.